Dataset: Peptide-MHC class I binding affinity with 185,985 pairs from IEDB/IMGT. Task: Regression. Given a peptide amino acid sequence and an MHC pseudo amino acid sequence, predict their binding affinity value. This is MHC class I binding data. The peptide sequence is VLIAGIILL. The MHC is HLA-A31:01 with pseudo-sequence HLA-A31:01. The binding affinity (normalized) is 0.460.